This data is from Catalyst prediction with 721,799 reactions and 888 catalyst types from USPTO. The task is: Predict which catalyst facilitates the given reaction. (1) Reactant: Br[C:2]1[CH:7]=[CH:6][CH:5]=[CH:4][C:3]=1[NH:8][C:9](=[O:18])[O:10][CH2:11][C@@H:12]1[CH2:16][CH2:15][N:14]([CH3:17])[CH2:13]1.[Cl:19][C:20]1[CH:21]=[C:22](B(O)O)[CH:23]=[CH:24][C:25]=1[F:26].C(=O)([O-])[O-].[Na+].[Na+]. Product: [Cl:19][C:20]1[CH:21]=[C:22]([C:2]2[CH:7]=[CH:6][CH:5]=[CH:4][C:3]=2[NH:8][C:9](=[O:18])[O:10][CH2:11][C@@H:12]2[CH2:16][CH2:15][N:14]([CH3:17])[CH2:13]2)[CH:23]=[CH:24][C:25]=1[F:26]. The catalyst class is: 47. (2) Reactant: C(N(C(C)C)CC)(C)C.[N+:10]([C:13]1[CH:18]=[CH:17][C:16]([S:19]([N:22]2[CH2:27][CH2:26][CH:25]([NH2:28])[CH2:24][CH2:23]2)(=[O:21])=[O:20])=[CH:15][CH:14]=1)([O-:12])=[O:11].[C:29](Cl)(=[O:32])[CH:30]=[CH2:31]. Product: [N+:10]([C:13]1[CH:14]=[CH:15][C:16]([S:19]([N:22]2[CH2:23][CH2:24][CH:25]([NH:28][C:29](=[O:32])[CH:30]=[CH2:31])[CH2:26][CH2:27]2)(=[O:20])=[O:21])=[CH:17][CH:18]=1)([O-:12])=[O:11]. The catalyst class is: 2. (3) Reactant: [CH3:1][C:2]1[C:7]([CH:8]([CH2:13][CH2:14][CH3:15])[C:9]([O:11]C)=[O:10])=[C:6]([C:16]2[CH:24]=[C:23]3[C:19]([CH:20]=[CH:21][N:22]3[CH3:25])=[CH:18][CH:17]=2)[N:5]=[C:4]([C:26]2[CH:31]=[CH:30][CH:29]=[CH:28][CH:27]=2)[N:3]=1.[OH-].[Na+]. Product: [CH3:1][C:2]1[C:7]([CH:8]([CH2:13][CH2:14][CH3:15])[C:9]([OH:11])=[O:10])=[C:6]([C:16]2[CH:24]=[C:23]3[C:19]([CH:20]=[CH:21][N:22]3[CH3:25])=[CH:18][CH:17]=2)[N:5]=[C:4]([C:26]2[CH:31]=[CH:30][CH:29]=[CH:28][CH:27]=2)[N:3]=1. The catalyst class is: 5. (4) Product: [Cl:13][C:10]1[C:9]2[C:4](=[CH:5][C:6]([F:15])=[CH:7][C:8]=2[F:14])[N:3]=[C:2]([C:23]2[C:18]([O:17][CH3:16])=[N:19][CH:20]=[CH:21][CH:22]=2)[C:11]=1[CH3:12]. The catalyst class is: 11. Reactant: Cl[C:2]1[C:11]([CH3:12])=[C:10]([Cl:13])[C:9]2[C:4](=[CH:5][C:6]([F:15])=[CH:7][C:8]=2[F:14])[N:3]=1.[CH3:16][O:17][C:18]1[C:23](B(O)O)=[CH:22][CH:21]=[CH:20][N:19]=1.C(=O)([O-])[O-].[K+].[K+]. (5) Reactant: [NH:1]1[C:5]2[CH:6]=[CH:7][CH:8]=[CH:9][C:4]=2[N:3]=[N:2]1.[OH-].[Na+].[CH3:12][C:13]1[CH:14]=[C:15]([CH:18]=[CH:19][CH:20]=1)[CH2:16]Br. Product: [CH3:12][C:13]1[CH:14]=[C:15]([CH:18]=[CH:19][CH:20]=1)[CH2:16][N:1]1[C:5]2[CH:6]=[CH:7][CH:8]=[CH:9][C:4]=2[N:3]=[N:2]1. The catalyst class is: 18. (6) Reactant: Cl.[NH2:2][C:3]([C:5]1[O:6][C:7]2[CH:25]=[CH:24][C:23]([Br:26])=[CH:22][C:8]=2[C:9]=1[NH:10][C:11](=O)[C@H:12]([CH2:14][C:15]1[CH:20]=[CH:19][CH:18]=[CH:17][CH:16]=1)[NH2:13])=[O:4].[OH-].[Na+]. Product: [NH2:13][CH:12]([C:11]1[NH:2][C:3](=[O:4])[C:5]2[O:6][C:7]3[CH:25]=[CH:24][C:23]([Br:26])=[CH:22][C:8]=3[C:9]=2[N:10]=1)[CH2:14][C:15]1[CH:20]=[CH:19][CH:18]=[CH:17][CH:16]=1. The catalyst class is: 8. (7) Reactant: C(OC([N:8]1[CH2:13][CH2:12][N:11]([C:14]([CH3:23])([CH3:22])[C:15](=[O:21])[N:16]2[CH2:20][CH2:19][CH2:18][CH2:17]2)[CH2:10][CH2:9]1)=O)(C)(C)C.[ClH:24]. Product: [ClH:24].[CH3:23][C:14]([N:11]1[CH2:10][CH2:9][NH:8][CH2:13][CH2:12]1)([CH3:22])[C:15]([N:16]1[CH2:20][CH2:19][CH2:18][CH2:17]1)=[O:21]. The catalyst class is: 268. (8) Reactant: N[C:2]1[O:7][CH:6]2[C:8]3[C:12](=[CH:13][CH:14]=[C:5]2[CH:4]([C:15]2[CH:20]=[C:19]([O:21][CH3:22])[C:18]([O:23][CH3:24])=[C:17]([Br:25])[CH:16]=2)[C:3]=1[C:26]#[N:27])[N:11]=[CH:10][CH:9]=3.C(ON=O)(C)(C)C.[BH4-].[Na+]. Product: [Br:25][C:17]1[CH:16]=[C:15]([CH:4]2[C:3]([C:26]#[N:27])=[CH:2][O:7][CH:6]3[C:8]4[C:12](=[CH:13][CH:14]=[C:5]23)[N:11]=[CH:10][CH:9]=4)[CH:20]=[C:19]([O:21][CH3:22])[C:18]=1[O:23][CH3:24]. The catalyst class is: 1.